From a dataset of Catalyst prediction with 721,799 reactions and 888 catalyst types from USPTO. Predict which catalyst facilitates the given reaction. Reactant: [CH3:1][C:2]1[N:7]=[C:6]([CH3:8])[C:5]([CH3:9])=[N:4][C:3]=1[CH3:10].C1C(=O)N([Br:18])C(=O)C1.C(OOC(=O)C1C=CC=CC=1)(=O)C1C=CC=CC=1. Product: [Br:18][CH2:10][C:3]1[C:2]([CH3:1])=[N:7][C:6]([CH3:8])=[C:5]([CH3:9])[N:4]=1. The catalyst class is: 53.